From a dataset of Peptide-MHC class I binding affinity with 185,985 pairs from IEDB/IMGT. Regression. Given a peptide amino acid sequence and an MHC pseudo amino acid sequence, predict their binding affinity value. This is MHC class I binding data. (1) The binding affinity (normalized) is 0. The peptide sequence is QIIEQLIKK. The MHC is HLA-B35:01 with pseudo-sequence HLA-B35:01. (2) The MHC is HLA-A68:02 with pseudo-sequence HLA-A68:02. The binding affinity (normalized) is 0.638. The peptide sequence is YLFYFLHWL. (3) The peptide sequence is DPMVIENGIL. The MHC is HLA-B35:01 with pseudo-sequence HLA-B35:01. The binding affinity (normalized) is 0.502. (4) The peptide sequence is LMMSSPPPI. The MHC is HLA-B83:01 with pseudo-sequence HLA-B83:01. The binding affinity (normalized) is 0.213. (5) The peptide sequence is LQNFCQHLV. The MHC is HLA-B46:01 with pseudo-sequence HLA-B46:01. The binding affinity (normalized) is 0.0847. (6) The binding affinity (normalized) is 0.149. The MHC is HLA-B46:01 with pseudo-sequence HLA-B46:01. The peptide sequence is YTAVVPLVS. (7) The peptide sequence is SYHDRRWCF. The MHC is HLA-A24:02 with pseudo-sequence HLA-A24:02. The binding affinity (normalized) is 0.778. (8) The peptide sequence is GLSLQDYCY. The MHC is HLA-A33:01 with pseudo-sequence HLA-A33:01. The binding affinity (normalized) is 0.162. (9) The peptide sequence is RLPGPSDTPIL. The MHC is HLA-A02:03 with pseudo-sequence HLA-A02:03. The binding affinity (normalized) is 0.259.